This data is from Reaction yield outcomes from USPTO patents with 853,638 reactions. The task is: Predict the reaction yield, written as a fraction of the theoretical maximum amount of product (1.0 means a 100% yield; for example, 0.34 means a 34% yield). (1) The reactants are [CH2:1]([N:8](C)[C:9]12[CH2:17][CH2:16][CH:13]([CH2:14][CH2:15]1)[CH2:12][N:11]1[C:18](=[O:34])[C:19]([OH:33])=[C:20]([C:22]([NH:24][CH2:25][C:26]3[CH:31]=[CH:30][C:29]([F:32])=[CH:28][CH:27]=3)=[O:23])[N:21]=[C:10]21)C1C=CC=CC=1. The yield is 0.930. The catalyst is CO.[Pd]. The product is [F:32][C:29]1[CH:28]=[CH:27][C:26]([CH2:25][NH:24][C:22]([C:20]2[N:21]=[C:10]3[C:9]4([NH:8][CH3:1])[CH2:17][CH2:16][CH:13]([CH2:14][CH2:15]4)[CH2:12][N:11]3[C:18](=[O:34])[C:19]=2[OH:33])=[O:23])=[CH:31][CH:30]=1. (2) The reactants are [NH2:1][C:2]1[N:7]=[CH:6][N:5]=[C:4]2[N:8]([CH:21]([C:23]3[O:24][C:25]4[C:30]([C:31](=[O:40])[C:32]=3[C:33]3[CH:38]=[CH:37][CH:36]=[C:35]([F:39])[CH:34]=3)=[CH:29][CH:28]=[CH:27][CH:26]=4)[CH3:22])[N:9]=[C:10]([C:11]3[CH:16]=[CH:15][C:14]([O:17]C)=[C:13]([O:19]C)[CH:12]=3)[C:3]=12. The catalyst is ClCCl.B(Br)(Br)Br. The product is [NH2:1][C:2]1[N:7]=[CH:6][N:5]=[C:4]2[N:8]([CH:21]([C:23]3[O:24][C:25]4[C:30]([C:31](=[O:40])[C:32]=3[C:33]3[CH:38]=[CH:37][CH:36]=[C:35]([F:39])[CH:34]=3)=[CH:29][CH:28]=[CH:27][CH:26]=4)[CH3:22])[N:9]=[C:10]([C:11]3[CH:16]=[CH:15][C:14]([OH:17])=[C:13]([OH:19])[CH:12]=3)[C:3]=12. The yield is 0.240.